Dataset: Catalyst prediction with 721,799 reactions and 888 catalyst types from USPTO. Task: Predict which catalyst facilitates the given reaction. (1) Reactant: CC1(C)[O:6][CH:5]([CH2:7][O:8][C:9]2[CH:15]=[CH:14][C:12]([NH2:13])=[CH:11][CH:10]=2)[CH2:4][O:3]1.[F:17][C:18]([F:39])([F:38])[C:19]1[CH:20]=[C:21]([C:25]2[CH:34]=[CH:33][C:32]3[C:27](=[C:28]([C:35](O)=[O:36])[CH:29]=[CH:30][CH:31]=3)[N:26]=2)[CH:22]=[CH:23][CH:24]=1.CN(C(ON1N=NC2C=CC=NC1=2)=[N+](C)C)C.F[P-](F)(F)(F)(F)F.CCN(C(C)C)C(C)C. Product: [OH:6][CH:5]([CH2:4][OH:3])[CH2:7][O:8][C:9]1[CH:10]=[CH:11][C:12]([NH:13][C:35]([C:28]2[CH:29]=[CH:30][CH:31]=[C:32]3[C:27]=2[N:26]=[C:25]([C:21]2[CH:22]=[CH:23][CH:24]=[C:19]([C:18]([F:39])([F:17])[F:38])[CH:20]=2)[CH:34]=[CH:33]3)=[O:36])=[CH:14][CH:15]=1. The catalyst class is: 179. (2) Reactant: I[C:2]1[CH:7]=[CH:6][N:5]=[C:4]([S:8][CH3:9])[N:3]=1.C([Mg]Cl)(C)C.[F:15][C:16]1[CH:21]=[CH:20][C:19]([CH2:22][C:23](Cl)=[O:24])=[CH:18][CH:17]=1. Product: [F:15][C:16]1[CH:21]=[CH:20][C:19]([CH2:22][C:23]([C:2]2[CH:7]=[CH:6][N:5]=[C:4]([S:8][CH3:9])[N:3]=2)=[O:24])=[CH:18][CH:17]=1. The catalyst class is: 7. (3) Reactant: [Br:1][C:2]1[CH:3]=[C:4](/[CH:9]=[CH:10]/[C:11]([NH:13][C:14]2([C:20]([NH:22][CH2:23][CH2:24][C:25]3[C:33]4[C:28](=[CH:29][CH:30]=[C:31]([F:34])[CH:32]=4)[NH:27][CH:26]=3)=[O:21])[CH2:19][CH2:18][NH:17][CH2:16][CH2:15]2)=[O:12])[CH:5]=[CH:6][C:7]=1[F:8].[NH:35](C(OC(C)(C)C)=O)[CH2:36][C:37](O)=[O:38].C(N(C(C)C)CC)(C)C.F[P-](F)(F)(F)(F)F.N1(OC(N(C)C)=[N+](C)C)C2N=CC=CC=2N=N1. Product: [NH2:35][CH2:36][C:37]([N:17]1[CH2:18][CH2:19][C:14]([NH:13][C:11](=[O:12])/[CH:10]=[CH:9]/[C:4]2[CH:5]=[CH:6][C:7]([F:8])=[C:2]([Br:1])[CH:3]=2)([C:20]([NH:22][CH2:23][CH2:24][C:25]2[C:33]3[C:28](=[CH:29][CH:30]=[C:31]([F:34])[CH:32]=3)[NH:27][CH:26]=2)=[O:21])[CH2:15][CH2:16]1)=[O:38]. The catalyst class is: 3. (4) Reactant: [H-].[Na+].[CH2:3]1[C:16]2[C:15]3[CH:14]=[CH:13][CH:12]=[CH:11][C:10]=3[NH:9][C:8]=2[CH2:7][CH2:6][N:5]([C:17]([O:19][C:20]([CH3:23])([CH3:22])[CH3:21])=[O:18])[CH2:4]1.[C:24]1(=[O:28])[O:27][CH2:26][CH2:25]1.C([O-])([O-])=O.[K+].[K+]. Product: [C:20]([O:19][C:17]([N:5]1[CH2:4][CH2:3][C:16]2[C:15]3[CH:14]=[CH:13][CH:12]=[CH:11][C:10]=3[N:9]([CH2:26][CH2:25][C:24]([OH:28])=[O:27])[C:8]=2[CH2:7][CH2:6]1)=[O:18])([CH3:23])([CH3:22])[CH3:21]. The catalyst class is: 18. (5) Reactant: Cl.Cl.[OH:3][C@H:4]1[C@@H:9]([CH3:10])[CH2:8][CH2:7][N:6]([CH2:11][CH2:12][CH2:13][N:14]2[CH2:19][CH2:18][NH:17][CH:16]([CH3:20])[C:15]2=[O:21])[CH2:5]1.[Cl:22][C:23]1[CH:24]=[C:25]([CH:31]=[CH:32][C:33]=1[F:34])[CH:26]=[CH:27][C:28](O)=[O:29].C(N(CC)CC)C.F[P-](F)(F)(F)(F)F.N1(OC(N(C)C)=[N+](C)C)C2N=CC=CC=2N=N1. Product: [Cl:22][C:23]1[CH:24]=[C:25](/[CH:26]=[CH:27]/[C:28]([N:17]2[CH2:18][CH2:19][N:14]([CH2:13][CH2:12][CH2:11][N:6]3[CH2:7][CH2:8][C@H:9]([CH3:10])[C@H:4]([OH:3])[CH2:5]3)[C:15](=[O:21])[CH:16]2[CH3:20])=[O:29])[CH:31]=[CH:32][C:33]=1[F:34]. The catalyst class is: 9. (6) Reactant: [CH3:1][S:2]([C:5]1[CH:11]=[CH:10][C:8]([NH2:9])=[CH:7][CH:6]=1)(=[O:4])=[O:3].P(=O)(O)(O)O.[N+]([O-])(O)=O.[N:21]([O-])=O.[Na+].[CH3:25][C:26](=[O:31])[CH2:27][C:28](=[O:30])[CH3:29].C([O-])(=O)C.[K+].C([O-])([O-])=O.[Na+].[Na+]. Product: [CH3:1][S:2]([C:5]1[CH:11]=[CH:10][C:8]([NH:9][N:21]=[C:27]([C:26](=[O:31])[CH3:25])[C:28](=[O:30])[CH3:29])=[CH:7][CH:6]=1)(=[O:3])=[O:4]. The catalyst class is: 8. (7) Product: [CH3:27][O:26][C:20]1[CH:19]=[CH:18][C:17]([CH:15]=[O:16])=[CH:22][C:21]=1[C:2]1[CH:3]=[CH:4][CH2:5][N:6]([CH3:9])[CH:7]=1. Reactant: Br[C:2]1[CH:3]=[CH:4][C:5](C)=[N:6][CH:7]=1.[C:9](=O)([O-])[O-].[K+].[K+].[CH:15]([C:17]1[CH:18]=[CH:19][C:20]([O:26][CH3:27])=[C:21](B(O)O)[CH:22]=1)=[O:16]. The catalyst class is: 335.